Task: Predict the reactants needed to synthesize the given product.. Dataset: Full USPTO retrosynthesis dataset with 1.9M reactions from patents (1976-2016) The reactants are: Cl.[NH2:2][O:3][CH2:4][C:5]([OH:7])=[O:6].[NH2:8][CH:9]1[CH:12]2[S:13][CH2:14][C:15]3[CH:19](O)[O:18][C:17](=[O:21])[C:16]=3[N:11]2[C:10]1=[O:22]. Given the product [NH2:8][CH:9]1[C:10](=[O:22])[N:11]2[C:16]([C:17]([OH:21])=[O:18])=[C:15]([CH:19]=[N:2][O:3][CH2:4][C:5]([OH:7])=[O:6])[CH2:14][S:13][C@H:12]12, predict the reactants needed to synthesize it.